Dataset: Full USPTO retrosynthesis dataset with 1.9M reactions from patents (1976-2016). Task: Predict the reactants needed to synthesize the given product. Given the product [Cl:13][C:14]1[CH:28]=[CH:27][C:17]([C:18]2[CH:19]=[CH:20][C:21]([CH2:25][CH3:26])=[C:22]([CH:30]3[C:29](=[O:41])[CH:37]4[CH:32]([CH:33]5[CH2:39][CH2:38][CH:36]4[CH2:35][CH2:34]5)[C:31]3=[O:40])[CH:23]=2)=[CH:16][CH:15]=1, predict the reactants needed to synthesize it. The reactants are: C([O-])(=O)C.C([O-])(=O)C.C([O-])(=O)C.[Cl:13][C:14]1[CH:28]=[CH:27][C:17]([C:18]2[CH:19]=[CH:20][C:21]([CH2:25][CH3:26])=[C:22]([Pb+3])[CH:23]=2)=[CH:16][CH:15]=1.[C:29]1(=[O:41])[CH:37]2[CH:32]([CH:33]3[CH2:39][CH2:38][CH:36]2[CH2:35][CH2:34]3)[C:31](=[O:40])[CH2:30]1.P([O-])([O-])([O-])=O.[K+].[K+].[K+].